Dataset: Full USPTO retrosynthesis dataset with 1.9M reactions from patents (1976-2016). Task: Predict the reactants needed to synthesize the given product. (1) The reactants are: [CH:1]1([CH:6]=[C:7]2[C:16](=O)[C:15]3[C:10](=[CH:11][C:12]([C:18]([O:20]C)=[O:19])=[CH:13][CH:14]=3)[O:9][CH2:8]2)[CH2:5][CH2:4][CH2:3][CH2:2]1.Cl.[NH:23]([C:25]1[CH:32]=[CH:31][C:28]([C:29]#[N:30])=[CH:27][CH:26]=1)[NH2:24]. Given the product [C:29]([C:28]1[CH:31]=[CH:32][C:25]([N:23]2[CH:6]([CH:1]3[CH2:2][CH2:3][CH2:4][CH2:5]3)[CH:7]3[CH2:8][O:9][C:10]4[CH:11]=[C:12]([C:18]([OH:20])=[O:19])[CH:13]=[CH:14][C:15]=4[C:16]3=[N:24]2)=[CH:26][CH:27]=1)#[N:30], predict the reactants needed to synthesize it. (2) Given the product [CH3:2][C:3]1([CH3:16])[O:8][CH:7]([C:9]2[CH:14]=[CH:13][C:12]([F:15])=[CH:11][CH:10]=2)[CH2:6][N:5]([C:18]2[N:23]([CH3:24])[C:22](=[O:25])[CH:21]=[C:20]([C:26]3[CH:27]=[CH:28][N:29]=[CH:30][CH:31]=3)[N:19]=2)[CH2:4]1, predict the reactants needed to synthesize it. The reactants are: Cl.[CH3:2][C:3]1([CH3:16])[O:8][CH:7]([C:9]2[CH:14]=[CH:13][C:12]([F:15])=[CH:11][CH:10]=2)[CH2:6][NH:5][CH2:4]1.Cl[C:18]1[N:23]([CH3:24])[C:22](=[O:25])[CH:21]=[C:20]([C:26]2[CH:31]=[CH:30][N:29]=[CH:28][CH:27]=2)[N:19]=1.C(N(CC)CC)C.O. (3) Given the product [F:28][C:29]1[CH:30]=[C:31]([CH:35]=[C:36]([F:38])[CH:37]=1)[C:32]([NH:1][C:2]1[CH:3]=[CH:4][C:5]([CH3:27])=[C:6]([N:8]2[C:17](=[O:18])[C:16]3[C:11](=[CH:12][CH:13]=[C:14]([N:19]4[CH2:25][CH2:24][CH2:23][N:22]([CH3:26])[CH2:21][CH2:20]4)[CH:15]=3)[N:10]=[CH:9]2)[CH:7]=1)=[O:33], predict the reactants needed to synthesize it. The reactants are: [NH2:1][C:2]1[CH:3]=[CH:4][C:5]([CH3:27])=[C:6]([N:8]2[C:17](=[O:18])[C:16]3[C:11](=[CH:12][CH:13]=[C:14]([N:19]4[CH2:25][CH2:24][CH2:23][N:22]([CH3:26])[CH2:21][CH2:20]4)[CH:15]=3)[N:10]=[CH:9]2)[CH:7]=1.[F:28][C:29]1[CH:30]=[C:31]([CH:35]=[C:36]([F:38])[CH:37]=1)[C:32](Cl)=[O:33]. (4) Given the product [CH3:39][N:38]1[C:34]([C:32]([NH:31][C:29]2[CH:30]=[C:25]([O:24][C:21]3[CH:22]=[CH:23][C:18]4[N:19]([CH:42]=[C:16]([NH:15][C:5]([C:2]5([CH3:1])[CH2:4][CH2:3]5)=[O:7])[N:17]=4)[N:20]=3)[CH:26]=[CH:27][C:28]=2[CH3:41])=[O:33])=[CH:35][C:36]([CH3:40])=[N:37]1, predict the reactants needed to synthesize it. The reactants are: [CH3:1][C:2]1([C:5]([OH:7])=O)[CH2:4][CH2:3]1.C(Cl)(=O)C(Cl)=O.Cl.[NH2:15][C:16]1[N:17]=[C:18]2[CH:23]=[CH:22][C:21]([O:24][C:25]3[CH:26]=[CH:27][C:28]([CH3:41])=[C:29]([NH:31][C:32]([C:34]4[N:38]([CH3:39])[N:37]=[C:36]([CH3:40])[CH:35]=4)=[O:33])[CH:30]=3)=[N:20][N:19]2[CH:42]=1.C(=O)([O-])O.[Na+]. (5) Given the product [Cl:18][C:12]1[CH:13]=[C:14]([Cl:17])[CH:15]=[CH:16][C:11]=1[C:10]1[C:5]([CH2:3][OH:2])=[CH:6][C:7]2[N:8]([CH:19]=[CH:20][N:21]=2)[CH:9]=1, predict the reactants needed to synthesize it. The reactants are: C[O:2][C:3]([C:5]1[C:10]([C:11]2[CH:16]=[CH:15][C:14]([Cl:17])=[CH:13][C:12]=2[Cl:18])=[CH:9][N:8]2[CH:19]=[CH:20][N:21]=[C:7]2[CH:6]=1)=O.CO.[Li+].[BH4-].